From a dataset of Catalyst prediction with 721,799 reactions and 888 catalyst types from USPTO. Predict which catalyst facilitates the given reaction. Reactant: [CH3:1][CH:2]1[CH2:11][C:10](=[O:12])[NH:9][C:8]2[N:7]=[C:6]([O:13][CH2:14][CH2:15][CH2:16][CH:17]=O)[CH:5]=[CH:4][C:3]1=2.Cl.[Cl:20][C:21]1[C:26]([Cl:27])=[CH:25][CH:24]=[CH:23][C:22]=1[N:28]1[CH2:33][CH2:32][NH:31][CH2:30][CH2:29]1.C(N(CC)CC)C.C(O[BH-](OC(=O)C)OC(=O)C)(=O)C.[Na+]. Product: [Cl:20][C:21]1[C:26]([Cl:27])=[CH:25][CH:24]=[CH:23][C:22]=1[N:28]1[CH2:33][CH2:32][N:31]([CH2:17][CH2:16][CH2:15][CH2:14][O:13][C:6]2[N:7]=[C:8]3[C:3]([CH:2]([CH3:1])[CH2:11][C:10](=[O:12])[NH:9]3)=[CH:4][CH:5]=2)[CH2:30][CH2:29]1. The catalyst class is: 26.